Predict the reactants needed to synthesize the given product. From a dataset of Full USPTO retrosynthesis dataset with 1.9M reactions from patents (1976-2016). (1) Given the product [Cl:15][C:6]1[N:5]=[CH:4][N:3]=[C:2]([NH:25][S:22](=[O:24])(=[O:23])[NH:21][CH2:20][CH2:19][O:18][CH3:17])[C:7]=1[C:8]1[CH:13]=[CH:12][C:11]([Br:14])=[CH:10][CH:9]=1, predict the reactants needed to synthesize it. The reactants are: Cl[C:2]1[C:7]([C:8]2[CH:13]=[CH:12][C:11]([Br:14])=[CH:10][CH:9]=2)=[C:6]([Cl:15])[N:5]=[CH:4][N:3]=1.[K].[CH3:17][O:18][CH2:19][CH2:20][NH:21][S:22]([NH2:25])(=[O:24])=[O:23]. (2) The reactants are: CN(C(ON1N=NC2C=CC=NC1=2)=[N+](C)C)C.F[P-](F)(F)(F)(F)F.[CH3:25][O:26][C:27]1[CH:32]=[CH:31][C:30]([C:33]2[CH:38]=[CH:37][C:36]([C:39]([OH:41])=O)=[C:35]([N+:42]([O-:44])=[O:43])[CH:34]=2)=[CH:29][CH:28]=1.Cl.[NH2:46][C:47]1([C:54]([O:56][CH3:57])=[O:55])[CH2:53][CH2:52][CH2:51][CH2:50][CH2:49][CH2:48]1.C(N(C(C)C)CC)(C)C. Given the product [CH3:25][O:26][C:27]1[CH:28]=[CH:29][C:30]([C:33]2[CH:38]=[CH:37][C:36]([C:39]([NH:46][C:47]3([C:54]([O:56][CH3:57])=[O:55])[CH2:53][CH2:52][CH2:51][CH2:50][CH2:49][CH2:48]3)=[O:41])=[C:35]([N+:42]([O-:44])=[O:43])[CH:34]=2)=[CH:31][CH:32]=1, predict the reactants needed to synthesize it.